Dataset: Forward reaction prediction with 1.9M reactions from USPTO patents (1976-2016). Task: Predict the product of the given reaction. (1) Given the reactants [NH:1]1[C:6]([C:7](O)=[O:8])=[CH:5][CH:4]=[CH:3][C:2]1=[O:10].COCCOC.[H-].[Al+3].[Li+].[H-].[H-].[H-].C(O)(=O)C, predict the reaction product. The product is: [OH:8][CH2:7][C:6]1[NH:1][C:2](=[O:10])[CH:3]=[CH:4][CH:5]=1. (2) Given the reactants [OH:1][C:2]1([C:11]2[CH:16]=[CH:15][CH:14]=[C:13]([C:17]([F:20])([F:19])[F:18])[CH:12]=2)[CH2:7][CH2:6][N:5]([C:8](Cl)=[O:9])[CH2:4][CH2:3]1.[S-:21][C:22]#[N:23].[NH4+].[NH2:25][C:26]1[C:27]([Cl:34])=[N:28][CH:29]=[CH:30][C:31]=1[O:32][CH3:33].C(OCC)(=O)C.CCCCCC, predict the reaction product. The product is: [Cl:34][C:27]1[C:26]([NH:25][C:22]([NH:23][C:8]([N:5]2[CH2:6][CH2:7][C:2]([OH:1])([C:11]3[CH:16]=[CH:15][CH:14]=[C:13]([C:17]([F:20])([F:19])[F:18])[CH:12]=3)[CH2:3][CH2:4]2)=[O:9])=[S:21])=[C:31]([O:32][CH3:33])[CH:30]=[CH:29][N:28]=1. (3) Given the reactants P([O-])([O-])([O-])=O.[Na+].[Na+].[Na+].O.[CH3:10][CH:11]1[CH2:16][CH2:15][N:14]([CH2:17][CH2:18][CH2:19][C:20]([C:22]2[CH:27]=[CH:26][C:25]([F:28])=[CH:24][CH:23]=2)=[O:21])[CH2:13][CH2:12]1.Cl, predict the reaction product. The product is: [CH3:10][CH:11]1[CH2:16][CH2:15][N:14]([CH2:17][CH2:18][CH2:19][C:20]([C:22]2[CH:23]=[CH:24][C:25]([F:28])=[CH:26][CH:27]=2)=[O:21])[CH2:13][CH2:12]1. (4) Given the reactants [CH2:1]([N:3]([CH3:25])[C:4]1[N:24]=[C:7]2[CH:8]=[C:9]([NH:12][C:13]([C:15]3[N:19]([CH3:20])[N:18]=[CH:17][C:16]=3[C:21]([OH:23])=O)=[O:14])[CH:10]=[CH:11][N:6]2[N:5]=1)[CH3:2].[NH:26]1[CH2:29][CH2:28][CH2:27]1.CCCP(=O)=O.C(N(CC)C(C)C)(C)C, predict the reaction product. The product is: [CH2:1]([N:3]([CH3:25])[C:4]1[N:24]=[C:7]2[CH:8]=[C:9]([NH:12][C:13]([C:15]3[N:19]([CH3:20])[N:18]=[CH:17][C:16]=3[C:21]([N:26]3[CH2:29][CH2:28][CH2:27]3)=[O:23])=[O:14])[CH:10]=[CH:11][N:6]2[N:5]=1)[CH3:2]. (5) Given the reactants [NH2:1][NH:2][C:3]([C:5]1[CH:10]=[CH:9][C:8]([C:11]([F:14])([F:13])[F:12])=[CH:7][N:6]=1)=[NH:4].[CH3:15][O:16][C:17]1[CH:24]=[CH:23][C:20]([CH:21]=O)=[C:19]([OH:25])[CH:18]=1, predict the reaction product. The product is: [CH3:15][O:16][C:17]1[CH:24]=[CH:23][C:20]([C:21]2[NH:1][N:2]=[C:3]([C:5]3[CH:10]=[CH:9][C:8]([C:11]([F:12])([F:13])[F:14])=[CH:7][N:6]=3)[N:4]=2)=[C:19]([OH:25])[CH:18]=1. (6) Given the reactants [NH2:1][C@H:2]1[CH2:7][O:6][C@@H:5]([CH:8]([C:15]2[CH:20]=[CH:19][CH:18]=[CH:17][CH:16]=2)[C:9]2[CH:14]=[CH:13][CH:12]=[CH:11][CH:10]=2)[CH2:4][C@@H:3]1[OH:21].[OH:22][C:23]1[CH:30]=[CH:29][C:26]([CH:27]=O)=[CH:25][CH:24]=1.C(O)(=O)C.[BH3-]C#N.[Na+], predict the reaction product. The product is: [CH:8]([C@H:5]1[CH2:4][C@H:3]([OH:21])[C@@H:2]([NH:1][CH2:27][C:26]2[CH:29]=[CH:30][C:23]([OH:22])=[CH:24][CH:25]=2)[CH2:7][O:6]1)([C:9]1[CH:14]=[CH:13][CH:12]=[CH:11][CH:10]=1)[C:15]1[CH:20]=[CH:19][CH:18]=[CH:17][CH:16]=1. (7) Given the reactants [OH:1][C:2]1[CH:7]=[CH:6][C:5]([O:8][CH2:9][CH2:10][CH2:11][C:12](O)=[O:13])=[C:4]([N+:15]([O-:17])=[O:16])[CH:3]=1.[C:18]([O-])([O-])=O.[K+].[K+].CI.CN([CH:29]=[O:30])C, predict the reaction product. The product is: [CH3:18][O:1][C:2]1[CH:7]=[CH:6][C:5]([O:8][CH2:9][CH2:10][CH2:11][C:12]([O:30][CH3:29])=[O:13])=[C:4]([N+:15]([O-:17])=[O:16])[CH:3]=1.